Dataset: Full USPTO retrosynthesis dataset with 1.9M reactions from patents (1976-2016). Task: Predict the reactants needed to synthesize the given product. Given the product [NH2:5][C:6]1[CH:10]=[CH:9][N:8]([C:11]2[CH:18]=[CH:17][C:14]([C:15]#[N:16])=[CH:13][CH:12]=2)[N:7]=1, predict the reactants needed to synthesize it. The reactants are: C1(C[NH:5][C:6]2[CH:10]=[CH:9][N:8]([C:11]3[CH:18]=[CH:17][C:14]([CH2:15][NH2:16])=[CH:13][CH:12]=3)[N:7]=2)CC1.[H-].[Al+3].[Li+].[H-].[H-].[H-].C1(CNC2C=CN(C3C=CC(C#N)=CC=3)N=2)CC1.